Dataset: Catalyst prediction with 721,799 reactions and 888 catalyst types from USPTO. Task: Predict which catalyst facilitates the given reaction. Reactant: [H-].[Na+].[Br:3][C:4]1[CH:12]=[C:11]2[C:7]([C:8]([CH2:13][CH3:14])=[N:9][NH:10]2)=[CH:6][CH:5]=1.Cl[CH2:16][C:17]1[CH:22]=[CH:21][C:20]([O:23][CH3:24])=[CH:19][CH:18]=1. Product: [CH3:24][O:23][C:20]1[CH:21]=[CH:22][C:17]([CH2:16][N:10]2[C:11]3[C:7](=[CH:6][CH:5]=[C:4]([Br:3])[CH:12]=3)[C:8]([CH2:13][CH3:14])=[N:9]2)=[CH:18][CH:19]=1. The catalyst class is: 118.